From a dataset of Acute oral toxicity (LD50) regression data from Zhu et al.. Regression/Classification. Given a drug SMILES string, predict its toxicity properties. Task type varies by dataset: regression for continuous values (e.g., LD50, hERG inhibition percentage) or binary classification for toxic/non-toxic outcomes (e.g., AMES mutagenicity, cardiotoxicity, hepatotoxicity). Dataset: ld50_zhu. (1) The molecule is COP(=S)(OC)Oc1nc(Cl)c(Cl)cc1Cl. The rat oral LD50 is 2.25, given as -log10 of the dose in mol/kg body weight (higher means more acutely toxic). (2) The compound is CCSC(=O)Oc1c(C(C)CC)cc([N+](=O)[O-])cc1[N+](=O)[O-]. The rat oral LD50 is 3.35, given as -log10 of the dose in mol/kg body weight (higher means more acutely toxic). (3) The rat oral LD50 is 2.48, given as -log10 of the dose in mol/kg body weight (higher means more acutely toxic). The molecule is Cc1ccc(Cl)cc1N. (4) The molecule is C1CO1. The rat oral LD50 is 2.79, given as -log10 of the dose in mol/kg body weight (higher means more acutely toxic). (5) The molecule is CC(CO[N+](=O)[O-])(CO[N+](=O)[O-])CO[N+](=O)[O-]. The rat oral LD50 is 2.40, given as -log10 of the dose in mol/kg body weight (higher means more acutely toxic). (6) The compound is CCCCCCCCCC(C)=O. The rat oral LD50 is 1.53, given as -log10 of the dose in mol/kg body weight (higher means more acutely toxic). (7) The drug is CC(C)Oc1cc(-n2nc(C(C)(C)C)oc2=O)c(Cl)cc1Cl. The rat oral LD50 is 1.99, given as -log10 of the dose in mol/kg body weight (higher means more acutely toxic).